From a dataset of Full USPTO retrosynthesis dataset with 1.9M reactions from patents (1976-2016). Predict the reactants needed to synthesize the given product. (1) Given the product [Br:11][C:4]1[C:5]2[N:6]([CH:8]=[CH:9][N:10]=2)[CH:7]=[C:2]([NH:13][CH3:12])[N:3]=1, predict the reactants needed to synthesize it. The reactants are: Br[C:2]1[N:3]=[C:4]([Br:11])[C:5]2[N:6]([CH:8]=[CH:9][N:10]=2)[CH:7]=1.[CH3:12][NH2:13]. (2) Given the product [CH3:18][O:17][C:15](=[O:16])[C@H:14]([N:2]([CH3:1])[C:3]1[CH:8]=[CH:7][CH:6]=[CH:5][CH:4]=1)[C:19]1[CH:24]=[CH:23][CH:22]=[CH:21][CH:20]=1, predict the reactants needed to synthesize it. The reactants are: [CH3:1][NH:2][C:3]1[CH:8]=[CH:7][CH:6]=[CH:5][CH:4]=1.CS(O[C@@H:14]([C:19]1[CH:24]=[CH:23][CH:22]=[CH:21][CH:20]=1)[C:15]([O:17][CH3:18])=[O:16])(=O)=O.Cl. (3) The reactants are: [F:1][C:2]1([F:11])[CH2:5][CH:4]([C:6](=O)[CH2:7][C:8]#[N:9])[CH2:3]1.O.[NH2:13][NH2:14]. Given the product [F:1][C:2]1([F:11])[CH2:5][CH:4]([C:6]2[NH:14][N:13]=[C:8]([NH2:9])[CH:7]=2)[CH2:3]1, predict the reactants needed to synthesize it. (4) Given the product [OH:20][C:21]1[CH:22]=[C:23]([C:27]#[C:28][C:2]2[CH:3]=[N:4][CH:5]=[C:6]([CH:19]=2)[C:7]([N:9]=[S@:10]([CH3:18])(=[O:17])[C:11]2[CH:16]=[CH:15][CH:14]=[CH:13][CH:12]=2)=[O:8])[CH:24]=[CH:25][CH:26]=1, predict the reactants needed to synthesize it. The reactants are: Br[C:2]1[CH:3]=[N:4][CH:5]=[C:6]([CH:19]=1)[C:7]([N:9]=[S@:10]([CH3:18])(=[O:17])[C:11]1[CH:16]=[CH:15][CH:14]=[CH:13][CH:12]=1)=[O:8].[OH:20][C:21]1[CH:22]=[C:23]([C:27]#[CH:28])[CH:24]=[CH:25][CH:26]=1.C(N(CC)CC)C. (5) Given the product [C:32]([N:35]1[CH2:40][CH2:39][N:38]([CH2:1][C:3]2[CH:4]=[CH:5][C:6]([C:9]3[CH:14]=[CH:13][C:12]([CH2:15][CH2:16][C:17]([O:19][CH2:20][CH3:21])=[O:18])=[CH:11][C:10]=3[O:22][CH2:23][CH2:24][CH2:25][O:26][CH3:27])=[CH:7][CH:8]=2)[CH2:37][CH2:36]1)(=[O:34])[CH3:33], predict the reactants needed to synthesize it. The reactants are: [CH:1]([C:3]1[CH:8]=[CH:7][C:6]([C:9]2[CH:14]=[CH:13][C:12]([CH2:15][CH2:16][C:17]([O:19][CH2:20][CH3:21])=[O:18])=[CH:11][C:10]=2[O:22][CH2:23][CH2:24][CH2:25][O:26][CH3:27])=[CH:5][CH:4]=1)=O.C(O)(=O)C.[C:32]([N:35]1[CH2:40][CH2:39][NH:38][CH2:37][CH2:36]1)(=[O:34])[CH3:33].C(O[BH-](OC(=O)C)OC(=O)C)(=O)C.[Na+].C(=O)(O)[O-].[Na+]. (6) Given the product [C:26]([NH:29][C:22]([C:21]1[CH:20]=[N:19][N:16]2[CH:17]=[CH:18][C:13]([N:9]3[CH2:10][CH2:11][CH2:12][C@@H:8]3[C:4]3[CH:5]=[N:6][CH:7]=[C:2]([F:1])[CH:3]=3)=[N:14][C:15]=12)=[O:24])([CH3:28])([CH3:27])[CH3:25], predict the reactants needed to synthesize it. The reactants are: [F:1][C:2]1[CH:3]=[C:4]([C@H:8]2[CH2:12][CH2:11][CH2:10][N:9]2[C:13]2[CH:18]=[CH:17][N:16]3[N:19]=[CH:20][C:21]([C:22]([OH:24])=O)=[C:15]3[N:14]=2)[CH:5]=[N:6][CH:7]=1.[CH3:25][C:26]([NH2:29])([CH3:28])[CH3:27]. (7) Given the product [OH:25][NH:27][C:21](=[O:23])/[CH:20]=[CH:19]/[C:14]1[CH:15]=[CH:16][CH:17]=[CH:18][C:13]=1[NH:12][CH2:11][C:8]1[CH:9]=[CH:10][C:5]([S:2]([CH3:1])(=[O:4])=[O:3])=[CH:6][CH:7]=1, predict the reactants needed to synthesize it. The reactants are: [CH3:1][S:2]([C:5]1[CH:10]=[CH:9][C:8]([CH2:11][NH:12][C:13]2[CH:18]=[CH:17][CH:16]=[CH:15][C:14]=2/[CH:19]=[CH:20]/[C:21]([O:23]C)=O)=[CH:7][CH:6]=1)(=[O:4])=[O:3].[OH-:25].[Na+].[NH2:27]O.Cl.